From a dataset of Full USPTO retrosynthesis dataset with 1.9M reactions from patents (1976-2016). Predict the reactants needed to synthesize the given product. (1) Given the product [CH2:3]([O:5][C:6]([C:8]1[S:9][CH:10]=[C:11]([C:27]#[N:28])[C:12]=1[C:13]1[CH:14]=[CH:15][C:16]([C:19]2[CH:24]=[CH:23][CH:22]=[CH:21][C:20]=2[C:25]#[N:26])=[CH:17][CH:18]=1)=[O:7])[CH3:4], predict the reactants needed to synthesize it. The reactants are: [BH4-].[Na+].[CH2:3]([O:5][C:6]([C:8]1[S:9][C:10](S(C)(=O)=O)=[C:11]([C:27]#[N:28])[C:12]=1[C:13]1[CH:18]=[CH:17][C:16]([C:19]2[CH:24]=[CH:23][CH:22]=[CH:21][C:20]=2[C:25]#[N:26])=[CH:15][CH:14]=1)=[O:7])[CH3:4]. (2) Given the product [Cl:1][C:2]1[CH:3]=[CH:4][C:5]([NH:8][C:9]([C:11]2[CH:16]=[C:15]([Cl:17])[CH:14]=[C:13]([O:18][CH3:19])[C:12]=2[NH:20][C:27]([C:26]2[CH:30]=[CH:31][C:23]([C:21]#[N:22])=[CH:24][CH:25]=2)=[O:28])=[O:10])=[N:6][CH:7]=1, predict the reactants needed to synthesize it. The reactants are: [Cl:1][C:2]1[CH:3]=[CH:4][C:5]([NH:8][C:9]([C:11]2[CH:16]=[C:15]([Cl:17])[CH:14]=[C:13]([O:18][CH3:19])[C:12]=2[NH2:20])=[O:10])=[N:6][CH:7]=1.[C:21]([C:23]1[CH:31]=[CH:30][C:26]([C:27](Cl)=[O:28])=[C:25](F)[CH:24]=1)#[N:22].CCCCCC.